The task is: Predict the reactants needed to synthesize the given product.. This data is from Full USPTO retrosynthesis dataset with 1.9M reactions from patents (1976-2016). Given the product [NH2:1][C:4]1[CH:30]=[CH:29][C:7]([CH2:8][NH:9][C:10]2[O:11][C:12]([C:15]3[CH:24]=[CH:23][C:22]4[C:21]([CH3:26])([CH3:25])[CH2:20][CH2:19][C:18]([CH3:28])([CH3:27])[C:17]=4[CH:16]=3)=[N:13][N:14]=2)=[CH:6][CH:5]=1, predict the reactants needed to synthesize it. The reactants are: [N+:1]([C:4]1[CH:30]=[CH:29][C:7]([CH2:8][NH:9][C:10]2[O:11][C:12]([C:15]3[CH:24]=[CH:23][C:22]4[C:21]([CH3:26])([CH3:25])[CH2:20][CH2:19][C:18]([CH3:28])([CH3:27])[C:17]=4[CH:16]=3)=[N:13][N:14]=2)=[CH:6][CH:5]=1)([O-])=O.